This data is from Catalyst prediction with 721,799 reactions and 888 catalyst types from USPTO. The task is: Predict which catalyst facilitates the given reaction. (1) Reactant: [CH:1]1([CH2:4][C:5](=O)[CH3:6])[CH2:3][CH2:2]1.[NH3:8].[Cl-].[NH4+:10].[C-:11]#N.[K+]. Product: [NH2:8][C:5]([CH3:6])([CH2:4][CH:1]1[CH2:3][CH2:2]1)[C:11]#[N:10]. The catalyst class is: 14. (2) Reactant: [F:1][C:2]1[CH:7]=[CH:6][CH:5]=[CH:4][C:3]=1[C:8]1[C:12]([C:13]([OH:15])=O)=[C:11]([CH3:16])[O:10][N:9]=1.Cl.C(N=C=NCCCN(C)C)C.[CH3:29][O:30][C:31]1[CH:32]=[C:33]([N:37]2[CH2:42][CH2:41][NH:40][CH2:39][CH2:38]2)[CH:34]=[CH:35][CH:36]=1. Product: [F:1][C:2]1[CH:7]=[CH:6][CH:5]=[CH:4][C:3]=1[C:8]1[C:12]([C:13]([N:40]2[CH2:39][CH2:38][N:37]([C:33]3[CH:34]=[CH:35][CH:36]=[C:31]([O:30][CH3:29])[CH:32]=3)[CH2:42][CH2:41]2)=[O:15])=[C:11]([CH3:16])[O:10][N:9]=1. The catalyst class is: 4. (3) Reactant: O=[C:2]([C:10]1[CH:15]=[CH:14][CH:13]=[CH:12][CH:11]=1)[CH2:3][C:4](OCCC)=[O:5].O.[NH2:17][NH2:18]. Product: [C:10]1([C:2]2[CH2:3][C:4](=[O:5])[NH:18][N:17]=2)[CH:15]=[CH:14][CH:13]=[CH:12][CH:11]=1. The catalyst class is: 8. (4) Reactant: [NH3:1].C1COCC1.[CH3:7][C:8]1[C:12]([S:13](Cl)(=[O:15])=[O:14])=[C:11]([CH3:17])[O:10][N:9]=1. Product: [CH3:7][C:8]1[C:12]([S:13]([NH2:1])(=[O:15])=[O:14])=[C:11]([CH3:17])[O:10][N:9]=1. The catalyst class is: 22. (5) Reactant: [NH2:1][C:2]1([CH2:15][CH2:16][OH:17])[C:11]2[C:6](=[CH:7][CH:8]=[C:9]([Br:12])[CH:10]=2)[CH2:5][C:4]([CH3:14])([CH3:13])[CH2:3]1.C[C:19]#[N:20].N#CBr. Product: [Br:12][C:9]1[CH:10]=[C:11]2[C:6]([CH2:5][C:4]([CH3:13])([CH3:14])[CH2:3][C:2]32[CH2:15][CH2:16][O:17][C:19]([NH2:20])=[N:1]3)=[CH:7][CH:8]=1. The catalyst class is: 14. (6) Product: [Cl-:4].[Br-:15].[Zn+2:1].[NH:25]1[CH2:30][CH2:29][NH:28][CH2:27][CH2:26]1. The catalyst class is: 7. Reactant: [Zn:1].C[Si](C)(C)[Cl:4].C(=O)C1C=CC=CC=1.[Br:15]CC(OC)=O.C(Cl)(=O)C.[NH:25]1[CH2:30][CH2:29][NH:28][CH2:27][CH2:26]1. (7) The catalyst class is: 27. Reactant: C(N(CC)CC)C.[CH3:8][N:9]1[C:13]([C:14](Cl)=[O:15])=[CH:12][C:11]([CH3:17])=[N:10]1.[C:18]([O:22][C:23]([N:25]1[CH2:30][CH2:29][CH:28]([NH:31][CH2:32][CH:33]([CH3:35])[CH3:34])[CH2:27][CH2:26]1)=[O:24])([CH3:21])([CH3:20])[CH3:19].C(O)(=O)CC(CC(O)=O)(C(O)=O)O. Product: [C:18]([O:22][C:23]([N:25]1[CH2:26][CH2:27][CH:28]([N:31]([C:14]([C:13]2[N:9]([CH3:8])[N:10]=[C:11]([CH3:17])[CH:12]=2)=[O:15])[CH2:32][CH:33]([CH3:35])[CH3:34])[CH2:29][CH2:30]1)=[O:24])([CH3:21])([CH3:20])[CH3:19]. (8) Reactant: [OH:1][C:2]1[CH:7]=[C:6]([OH:8])[CH:5]=[CH:4][C:3]=1[C:9](=[O:13])[CH:10]([CH3:12])[CH3:11].IC.[C:16]([O-])([O-])=O.[Cs+].[Cs+]. Product: [OH:1][C:2]1[CH:7]=[C:6]([O:8][CH3:16])[CH:5]=[CH:4][C:3]=1[C:9](=[O:13])[CH:10]([CH3:11])[CH3:12]. The catalyst class is: 10. (9) Reactant: [CH3:1][O:2][C:3](=[O:27])[C:4]1[CH:9]=[C:8]([O:10][CH3:11])[CH:7]=[CH:6][C:5]=1[NH:12][C:13]1[N:17]([C:18]2[CH:23]=[CH:22][CH:21]=[CH:20][C:19]=2[O:24][CH3:25])[N:16]=[C:15]([CH3:26])[CH:14]=1.[Br:28]N1C(C)(C)C(=O)N(Br)C1=O. Product: [CH3:1][O:2][C:3](=[O:27])[C:4]1[CH:9]=[C:8]([O:10][CH3:11])[CH:7]=[CH:6][C:5]=1[NH:12][C:13]1[N:17]([C:18]2[CH:23]=[CH:22][CH:21]=[CH:20][C:19]=2[O:24][CH3:25])[N:16]=[C:15]([CH3:26])[C:14]=1[Br:28]. The catalyst class is: 4. (10) Reactant: [Br:1][C:2]1[CH:3]=[CH:4][C:5]([OH:11])=[C:6]([C:8](=[O:10])[CH3:9])[CH:7]=1.[CH3:12][O:13][C:14]1[CH:22]=[CH:21][C:17]([C:18](Cl)=[O:19])=[CH:16][CH:15]=1.Cl. Product: [C:8]([C:6]1[CH:7]=[C:2]([Br:1])[CH:3]=[CH:4][C:5]=1[O:11][C:18](=[O:19])[C:17]1[CH:21]=[CH:22][C:14]([O:13][CH3:12])=[CH:15][CH:16]=1)(=[O:10])[CH3:9]. The catalyst class is: 17.